This data is from Reaction yield outcomes from USPTO patents with 853,638 reactions. The task is: Predict the reaction yield, written as a fraction of the theoretical maximum amount of product (1.0 means a 100% yield; for example, 0.34 means a 34% yield). (1) The reactants are Cl[C:2]1[CH:3]=[C:4]2[CH:10]=[CH:9][NH:8][C:5]2=[N:6][CH:7]=1.CO.[OH-].[K+].[CH2:15]([O:22][C:23](=[O:35])[NH:24][C:25]1[CH:30]=[CH:29][C:28]([F:31])=[C:27]([CH:32]=[O:33])[C:26]=1[F:34])[C:16]1[CH:21]=[CH:20][CH:19]=[CH:18][CH:17]=1.Cl. No catalyst specified. The product is [CH2:15]([O:22][C:23](=[O:35])[NH:24][C:25]1[CH:30]=[CH:29][C:28]([F:31])=[C:27]([CH:32]([OH:33])[C:10]2[C:4]3[C:5](=[N:6][CH:7]=[CH:2][CH:3]=3)[NH:8][CH:9]=2)[C:26]=1[F:34])[C:16]1[CH:21]=[CH:20][CH:19]=[CH:18][CH:17]=1. The yield is 0.460. (2) The reactants are [CH:1]1[C:15]2=[C:16]3[C:8]([C:9]4[C:14]2=[CH:13][CH:12]=[CH:11][CH:10]=4)=[CH:7][CH:6]=[CH:5][C:4]3=[C:3](B(O)O)[CH:2]=1.[Br:20][C:21]1[CH:22]=[C:23](I)[CH:24]=[CH:25][CH:26]=1.C1(C)C=CC=CC=1.C(=O)([O-])[O-].[Na+].[Na+]. The catalyst is C1C=CC([P]([Pd]([P](C2C=CC=CC=2)(C2C=CC=CC=2)C2C=CC=CC=2)([P](C2C=CC=CC=2)(C2C=CC=CC=2)C2C=CC=CC=2)[P](C2C=CC=CC=2)(C2C=CC=CC=2)C2C=CC=CC=2)(C2C=CC=CC=2)C2C=CC=CC=2)=CC=1.CO.O.C(COC)OC. The product is [Br:20][C:21]1[CH:22]=[C:23]([C:5]2[CH:6]=[CH:7][C:8]3[C:9]4[C:14]([C:15]5[C:16]=3[C:4]=2[CH:3]=[CH:2][CH:1]=5)=[CH:13][CH:12]=[CH:11][CH:10]=4)[CH:24]=[CH:25][CH:26]=1. The yield is 0.704. (3) The reactants are [CH3:1][O:2][C:3]1[CH:4]=[CH:5][C:6]2[N:11]=[CH:10][C:9](=[O:12])[N:8]([C:13]3[CH:14]=[C:15]4[O:22][CH2:21][CH:20]([NH:23]OCC5C=CC=CC=5)[CH2:19][C:16]4=[N:17][CH:18]=3)[C:7]=2[N:32]=1. The catalyst is CO. The product is [NH2:23][CH:20]1[CH2:21][O:22][C:15]2[C:16](=[N:17][CH:18]=[C:13]([N:8]3[C:9](=[O:12])[CH2:10][NH:11][C:6]4[CH:5]=[CH:4][C:3]([O:2][CH3:1])=[N:32][C:7]3=4)[CH:14]=2)[CH2:19]1. The yield is 0.220. (4) The reactants are CCN(C(C)C)C(C)C.Cl.[F:11][C:12]1[CH:58]=[CH:57][CH:56]=[C:55]([F:59])[C:13]=1[CH2:14][O:15][C:16]([C:25]1[CH:30]=[CH:29][C:28]([C@:31]2([S:45]([C:48]3[CH:53]=[CH:52][C:51]([F:54])=[CH:50][CH:49]=3)(=[O:47])=[O:46])[CH2:35][CH2:34][N:33]([C:36]([C:38]3([OH:44])[CH2:43][CH2:42][NH:41][CH2:40][CH2:39]3)=[O:37])[CH2:32]2)=[CH:27][CH:26]=1)([C:21]([F:24])([F:23])[F:22])[C:17]([F:20])([F:19])[F:18].F[P-](F)(F)(F)(F)F.N1(O[P+](N(C)C)(N(C)C)N(C)C)C2C=CC=CC=2N=N1.[C:87](O)(=[O:89])[CH3:88]. The catalyst is ClCCl.CN(C)C=O. The yield is 0.630. The product is [F:59][C:55]1[CH:56]=[CH:57][CH:58]=[C:12]([F:11])[C:13]=1[CH2:14][O:15][C:16]([C:25]1[CH:26]=[CH:27][C:28]([C@:31]2([S:45]([C:48]3[CH:49]=[CH:50][C:51]([F:54])=[CH:52][CH:53]=3)(=[O:47])=[O:46])[CH2:35][CH2:34][N:33]([C:36]([C:38]3([OH:44])[CH2:43][CH2:42][N:41]([C:87](=[O:89])[CH3:88])[CH2:40][CH2:39]3)=[O:37])[CH2:32]2)=[CH:29][CH:30]=1)([C:17]([F:20])([F:19])[F:18])[C:21]([F:22])([F:24])[F:23]. (5) The yield is 0.670. The reactants are Br[C:2]1[C:6]2[CH2:7][N:8]([C:11]([O:13][C:14]([CH3:17])([CH3:16])[CH3:15])=[O:12])[CH2:9][CH2:10][C:5]=2[N:4]([CH:18]2[CH2:23][CH2:22][O:21][CH2:20][CH2:19]2)[N:3]=1.[NH:24]1[C:33]2[C:28](=[CH:29][CH:30]=[C:31]([C:34]#[N:35])[CH:32]=2)[CH2:27][CH2:26][CH2:25]1.C(O[Na])(C)(C)C. The product is [C:34]([C:31]1[CH:32]=[C:33]2[C:28]([CH2:27][CH2:26][CH2:25][N:24]2[C:2]2[C:6]3[CH2:7][N:8]([C:11]([O:13][C:14]([CH3:17])([CH3:16])[CH3:15])=[O:12])[CH2:9][CH2:10][C:5]=3[N:4]([CH:18]3[CH2:23][CH2:22][O:21][CH2:20][CH2:19]3)[N:3]=2)=[CH:29][CH:30]=1)#[N:35]. The catalyst is O1CCOCC1.Cl[Pd-3](Cl)(=C1N(C2C(C(CC)CC)=CC=CC=2C(CC)CC)C=CN1C1C(C(CC)CC)=CC=CC=1C(CC)CC)C1C(Cl)=CC=CN=1. (6) The reactants are [C:1]([C:3]1([C:6]2[CH:7]=[C:8]([CH:13]=[CH:14][CH:15]=2)[C:9]([O:11]C)=[O:10])[CH2:5][CH2:4]1)#[N:2].O.[OH-].[Li+].CO.O. The catalyst is O1CCCC1. The product is [C:1]([C:3]1([C:6]2[CH:7]=[C:8]([CH:13]=[CH:14][CH:15]=2)[C:9]([OH:11])=[O:10])[CH2:4][CH2:5]1)#[N:2]. The yield is 0.610.